From a dataset of Reaction yield outcomes from USPTO patents with 853,638 reactions. Predict the reaction yield, written as a fraction of the theoretical maximum amount of product (1.0 means a 100% yield; for example, 0.34 means a 34% yield). (1) The reactants are COC([CH:5]1[CH2:21][CH2:20][CH2:19][CH2:18][CH2:17][CH2:16][CH:15]=[CH:14][CH2:13][CH2:12][CH2:11][CH2:10][CH2:9][CH2:8][CH2:7][C:6]1=[O:22])=O.S(=O)(=O)(O)O. The catalyst is [OH-].[Na+].C(O)C.C1COCC1. The product is [C:6]1(=[O:22])[CH2:7][CH2:8][CH2:9][CH2:10][CH2:11][CH2:12][CH2:13][CH:14]=[CH:15][CH2:16][CH2:17][CH2:18][CH2:19][CH2:20][CH2:21][CH2:5]1. The yield is 0.950. (2) The reactants are [CH3:1][N:2]1[CH:6]=[C:5]([C:7]2[C:15]3[C:10](=[N:11][CH:12]=[C:13]([OH:16])[CH:14]=3)[N:9]([CH2:17][O:18][CH2:19][CH2:20][Si:21]([CH3:24])([CH3:23])[CH3:22])[CH:8]=2)[CH:4]=[N:3]1.Br[CH2:26][CH:27]1[CH2:29][CH2:28]1.C([O-])([O-])=O.[K+].[K+]. The catalyst is [N+](CCCC)(CCCC)(CCCC)CCCC.[I-].CC(C)=O. The product is [CH:27]1([CH2:26][O:16][C:13]2[CH:14]=[C:15]3[C:7]([C:5]4[CH:4]=[N:3][N:2]([CH3:1])[CH:6]=4)=[CH:8][N:9]([CH2:17][O:18][CH2:19][CH2:20][Si:21]([CH3:24])([CH3:23])[CH3:22])[C:10]3=[N:11][CH:12]=2)[CH2:29][CH2:28]1. The yield is 0.590. (3) The reactants are [NH2:1][C:2]1[CH:6]=[C:5]([C:7]([CH3:10])([CH3:9])[CH3:8])[O:4][C:3]=1[C:11]1[CH:16]=[CH:15][N:14]=[CH:13][CH:12]=1.[Cl:17][C:18]1[C:23]([Cl:24])=[CH:22][CH:21]=[CH:20][C:19]=1[N:25]=[C:26]=[O:27].CN(C)CCN. The catalyst is C(Cl)Cl.CCOC(C)=O. The product is [N:14]1[CH:13]=[CH:12][C:11]([C:3]2[O:4][C:5]([C:7]([CH3:10])([CH3:9])[CH3:8])=[CH:6][C:2]=2[NH:1][C:26]([NH:25][C:19]2[CH:20]=[CH:21][CH:22]=[C:23]([Cl:24])[C:18]=2[Cl:17])=[O:27])=[CH:16][CH:15]=1. The yield is 0.630. (4) The reactants are [CH2:1]([O:3][C:4](=[C:6]([C:9]#[N:10])[C:7]#[N:8])[CH3:5])C.CO[CH:13](OC)[N:14]([CH3:16])[CH3:15]. The catalyst is CO. The product is [CH3:13][N:14]([CH3:16])[CH:15]=[CH:5][C:4](=[C:6]([C:9]#[N:10])[C:7]#[N:8])[O:3][CH3:1]. The yield is 0.380. (5) The catalyst is CN(C1C=CN=CC=1)C.CN(C=O)C. The yield is 0.690. The reactants are [NH:1]1[CH2:5][CH2:4][CH2:3][CH:2]1[CH2:6][O:7][C:8]1[CH:13]=[CH:12][C:11]([C:14]([O:16][CH3:17])=[O:15])=[CH:10][N:9]=1.[Cl:18][C:19]1[CH:24]=[CH:23][CH:22]=[CH:21][C:20]=1[NH:25][C:26](=[O:40])[NH:27][C:28]1[CH:33]=[CH:32][C:31]([CH2:34][C:35](O)=[O:36])=[CH:30][C:29]=1[O:38][CH3:39].CCN=C=NCCCN(C)C.Cl. The product is [Cl:18][C:19]1[CH:24]=[CH:23][CH:22]=[CH:21][C:20]=1[NH:25][C:26](=[O:40])[NH:27][C:28]1[CH:33]=[CH:32][C:31]([CH2:34][C:35]([N:1]2[CH2:5][CH2:4][CH2:3][CH:2]2[CH2:6][O:7][C:8]2[CH:13]=[CH:12][C:11]([C:14]([O:16][CH3:17])=[O:15])=[CH:10][N:9]=2)=[O:36])=[CH:30][C:29]=1[O:38][CH3:39]. (6) The reactants are [NH2:1][C:2]1[CH:7]=[CH:6][C:5]([N:8]2[CH:13]=[CH:12][CH:11]=[CH:10][C:9]2=[O:14])=[CH:4][C:3]=1[F:15].C[Si]([N-][Si](C)(C)C)(C)C.[Li+].[CH2:26]([O:28][C:29]([CH:31]1[CH:36]2[CH:32]1[C:33](=[O:45])[N:34]([C:38]1[CH:43]=[CH:42][C:41]([Cl:44])=[CH:40][CH:39]=1)[C:35]2=[O:37])=[O:30])[CH3:27].Cl. The catalyst is C1COCC1. The product is [CH2:26]([O:28][C:29]([CH:31]1[CH:36]([C:35](=[O:37])[NH:1][C:2]2[CH:7]=[CH:6][C:5]([N:8]3[CH:13]=[CH:12][CH:11]=[CH:10][C:9]3=[O:14])=[CH:4][C:3]=2[F:15])[CH:32]1[C:33](=[O:45])[NH:34][C:38]1[CH:39]=[CH:40][C:41]([Cl:44])=[CH:42][CH:43]=1)=[O:30])[CH3:27]. The yield is 0.240.